Dataset: Catalyst prediction with 721,799 reactions and 888 catalyst types from USPTO. Task: Predict which catalyst facilitates the given reaction. Reactant: [Cl:1][C:2]1[CH:24]=[CH:23][C:5]2[N:6]=[C:7]([C:9]3[CH:10]=[C:11]([C:15]4([CH3:22])[NH:20][C:19](=S)[CH2:18][O:17][CH2:16]4)[CH:12]=[CH:13][CH:14]=3)[O:8][C:4]=2[CH:3]=1.[NH3:25]. Product: [ClH:1].[Cl:1][C:2]1[CH:24]=[CH:23][C:5]2[N:6]=[C:7]([C:9]3[CH:10]=[C:11]([C:15]4([CH3:22])[CH2:16][O:17][CH2:18][C:19]([NH2:25])=[N:20]4)[CH:12]=[CH:13][CH:14]=3)[O:8][C:4]=2[CH:3]=1. The catalyst class is: 5.